This data is from Reaction yield outcomes from USPTO patents with 853,638 reactions. The task is: Predict the reaction yield, written as a fraction of the theoretical maximum amount of product (1.0 means a 100% yield; for example, 0.34 means a 34% yield). (1) The yield is 0.970. The catalyst is C(O)C.C1COCC1.[Pd]. The product is [NH2:10][CH2:11][CH2:12][CH2:13][CH2:14][C:15]1[CH:20]=[CH:19][C:18]([O:21][CH2:22][C:23]([NH:24][C:25]2[CH:26]=[CH:27][CH:28]=[CH:29][CH:30]=2)=[O:31])=[CH:17][CH:16]=1. The reactants are C(OC(=O)[NH:10][CH2:11][CH2:12][CH2:13][CH2:14][C:15]1[CH:20]=[CH:19][C:18]([O:21][CH2:22][C:23](=[O:31])[NH:24][C:25]2[CH:30]=[CH:29][CH:28]=[CH:27][CH:26]=2)=[CH:17][CH:16]=1)C1C=CC=CC=1.C(O)(=O)C. (2) The reactants are [O:1]([C:8]1[CH:13]=[CH:12][C:11]([C:14]2[N:22]=[C:21]([N:23]3[CH2:28][CH2:27][NH:26][CH2:25][CH2:24]3)[CH:20]=[CH:19][C:15]=2[C:16]([NH2:18])=[O:17])=[CH:10][CH:9]=1)[C:2]1[CH:7]=[CH:6][CH:5]=[CH:4][CH:3]=1.[O:29](C1C=CC(C2C(C(N)=O)=CN=C(C3CCNC3)N=2)=CC=1)[C:30]1C=CC=C[CH:31]=1.CN(C(ON1N=NC2C=CC=NC1=2)=[N+](C)C)C.F[P-](F)(F)(F)(F)F.C[CH2:81][N:82]([CH:86](C)C)[CH:83]([CH3:85])C. The catalyst is CN(C=O)C.O. The product is [CH3:86][N:82]([CH3:81])[CH2:83]/[CH:85]=[CH:31]/[C:30]([N:26]1[CH2:27][CH2:28][N:23]([C:21]2[CH:20]=[CH:19][C:15]([C:16]([NH2:18])=[O:17])=[C:14]([C:11]3[CH:10]=[CH:9][C:8]([O:1][C:2]4[CH:3]=[CH:4][CH:5]=[CH:6][CH:7]=4)=[CH:13][CH:12]=3)[N:22]=2)[CH2:24][CH2:25]1)=[O:29]. The yield is 0.230. (3) The reactants are [C:1]([O:5][C:6]([N:8]1[CH2:14][CH2:13][C:12]2[C:15]([S:20]C(=O)N(C)C)=[C:16]([Cl:19])[CH:17]=[CH:18][C:11]=2[CH2:10][CH2:9]1)=[O:7])([CH3:4])([CH3:3])[CH3:2].[OH-].[K+].[H-].[Na+].Br[C@@H:31]([C:33]1[CH:38]=[CH:37][C:36]([C:39](=[O:45])[CH2:40][C:41]([CH3:44])([CH3:43])[CH3:42])=[CH:35][CH:34]=1)[CH3:32].O[C@H](C1C=CC(C(=O)CC(C)(C)C)=CC=1)C.C1(P(C2C=CC=CC=2)C2C=CC=CC=2)C=CC=CC=1.C1C(=O)N(Br)C(=O)C1. The catalyst is CO.[NH4+].[Cl-].CCOC(C)=O.C1COCC1. The product is [C:1]([O:5][C:6]([N:8]1[CH2:14][CH2:13][C:12]2[C:15]([S:20][C@H:31]([C:33]3[CH:38]=[CH:37][C:36]([C:39](=[O:45])[CH2:40][C:41]([CH3:44])([CH3:43])[CH3:42])=[CH:35][CH:34]=3)[CH3:32])=[C:16]([Cl:19])[CH:17]=[CH:18][C:11]=2[CH2:10][CH2:9]1)=[O:7])([CH3:2])([CH3:3])[CH3:4]. The yield is 0.470. (4) The reactants are [N:1]1([C:7](=O)[CH2:8][C@@H:9]([NH2:18])[CH2:10][S:11][C:12]2[CH:17]=[CH:16][CH:15]=[CH:14][CH:13]=2)[CH2:6][CH2:5][O:4][CH2:3][CH2:2]1.B.CO. The catalyst is C1COCC1. The product is [N:1]1([CH2:7][CH2:8][C@@H:9]([NH2:18])[CH2:10][S:11][C:12]2[CH:17]=[CH:16][CH:15]=[CH:14][CH:13]=2)[CH2:2][CH2:3][O:4][CH2:5][CH2:6]1. The yield is 0.730.